This data is from Peptide-MHC class I binding affinity with 185,985 pairs from IEDB/IMGT. The task is: Regression. Given a peptide amino acid sequence and an MHC pseudo amino acid sequence, predict their binding affinity value. This is MHC class I binding data. (1) The peptide sequence is SQMPPQKIM. The MHC is HLA-A26:01 with pseudo-sequence HLA-A26:01. The binding affinity (normalized) is 0.0847. (2) The peptide sequence is EHNGGDDPL. The MHC is HLA-B58:01 with pseudo-sequence HLA-B58:01. The binding affinity (normalized) is 0.213. (3) The peptide sequence is ALYGVWPLLL. The MHC is HLA-A68:02 with pseudo-sequence HLA-A68:02. The binding affinity (normalized) is 0.0818. (4) The peptide sequence is ISLSNSFEL. The MHC is H-2-Db with pseudo-sequence H-2-Db. The binding affinity (normalized) is 0.936. (5) The peptide sequence is IGPLWARL. The MHC is H-2-Kb with pseudo-sequence H-2-Kb. The binding affinity (normalized) is 0.955. (6) The peptide sequence is MLEEMQSAV. The MHC is HLA-B15:01 with pseudo-sequence HLA-B15:01. The binding affinity (normalized) is 0.